The task is: Regression. Given a target protein amino acid sequence and a drug SMILES string, predict the binding affinity score between them. We predict pKd (pKd = -log10(Kd in M); higher means stronger binding). Dataset: davis.. This data is from Kinase inhibitor binding affinity data with 442 proteins and 68 drugs (Kd values). (1) The small molecule is Cc1ccc(F)c(NC(=O)Nc2ccc(-c3cccc4[nH]nc(N)c34)cc2)c1. The target protein (PAK7) has sequence MFGKKKKKIEISGPSNFEHRVHTGFDPQEQKFTGLPQQWHSLLADTANRPKPMVDPSCITPIQLAPMKTIVRGNKPCKETSINGLLEDFDNISVTRSNSLRKESPPTPDQGASSHGPGHAEENGFITFSQYSSESDTTADYTTEKYREKSLYGDDLDPYYRGSHAAKQNGHVMKMKHGEAYYSEVKPLKSDFARFSADYHSHLDSLSKPSEYSDLKWEYQRASSSSPLDYSFQFTPSRTAGTSGCSKESLAYSESEWGPSLDDYDRRPKSSYLNQTSPQPTMRQRSRSGSGLQEPMMPFGASAFKTHPQGHSYNSYTYPRLSEPTMCIPKVDYDRAQMVLSPPLSGSDTYPRGPAKLPQSQSKSGYSSSSHQYPSGYHKATLYHHPSLQSSSQYISTASYLSSLSLSSSTYPPPSWGSSSDQQPSRVSHEQFRAALQLVVSPGDPREYLANFIKIGEGSTGIVCIATEKHTGKQVAVKKMDLRKQQRRELLFNEVVIMRD.... The pKd is 5.0. (2) The compound is CCCS(=O)(=O)Nc1ccc(F)c(C(=O)c2c[nH]c3ncc(Cl)cc23)c1F. The target protein (DAPK2) has sequence MFQASMRSPNMEPFKQQKVEDFYDIGEELGSGQFAIVKKCREKSTGLEYAAKFIKKRQSRASRRGVSREEIEREVSILRQVLHHNVITLHDVYENRTDVVLILELVSGGELFDFLAQKESLSEEEATSFIKQILDGVNYLHTKKIAHFDLKPENIMLLDKNIPIPHIKLIDFGLAHEIEDGVEFKNIFGTPEFVAPEIVNYEPLGLEADMWSIGVITYILLSGASPFLGDTKQETLANITAVSYDFDEEFFSQTSELAKDFIRKLLVKETRKRLTIQEALRHPWITPVDNQQAMVRRESVVNLENFRKQYVRRRWKLSFSIVSLCNHLTRSLMKKVHLRPDEDLRNCESDTEEDIARRKALHPRRRSSTS. The pKd is 5.0. (3) The drug is CNC(=O)c1ccccc1Sc1ccc2c(C=Cc3ccccn3)n[nH]c2c1. The target protein (ROCK2) has sequence MEIDMTYQLKVIQQSLEQEEAEHKATKARLADKNKIYESIEEAKSEAMKEMEKKLLEERTLKQKVENLLLEAEKRCSLLDCDLKQSQQKINELLKQKDVLNEDVRNLTLKIEQETQKRCLTQNDLKMQTQQVNTLKMSEKQLKQENNHLMEMKMNLEKQNAELRKERQDADGQMKELQDQLEAEQYFSTLYKTQVRELKEECEEKTKLGKELQQKKQELQDERDSLAAQLEITLTKADSEQLARSIAEEQYSDLEKEKIMKELEIKEMMARHKQELTEKDATIASLEETNRTLTSDVANLANEKEELNNKLKDVQEQLSRLKDEEISAAAIKAQFEKQLLTERTLKTQAVNKLAEIMNRKEPVKRGNDTDVRRKEKENRKLHMELKSEREKLTQQMIKYQKELNEMQAQIAEESQIRIELQMTLDSKDSDIEQLRSQLQALHIGLDSSSIGSGPGDAEADDGFPESRLEGWLSLPVRNNTKKFGWVKKYVIVSSKKILFY.... The pKd is 5.0. (4) The small molecule is O=C(c1ccc(C=Cc2n[nH]c3ccccc23)cc1)N1CCNCC1. The target protein is PFCDPK1(Pfalciparum). The pKd is 5.6. (5) The small molecule is O=C(O)c1ccc(Nc2ncc3c(n2)-c2ccc(Cl)cc2C(c2c(F)cccc2F)=NC3)cc1. The target protein (YSK4) has sequence MSSMPKPERHAESLLDICHDTNSSPTDLMTVTKNQNIILQSISRSEEFDQDGDCSHSTLVNEEEDPSGGRQDWQPRTEGVEITVTFPRDVSPPQEMSQEDLKEKNLINSSLQEWAQAHAVSHPNEIETVELRKKKLTMRPLVLQKEESSRELCNVNLGFLLPRSCLELNISKSVTREDAPHFLKEQQRKSEEFSTSHMKYSGRSIKFLLPPLSLLPTRSGVLTIPQNHKFPKEKERNIPSLTSFVPKLSVSVRQSDELSPSNEPPGALVKSLMDPTLRSSDGFIWSRNMCSFPKTNHHRQCLEKEENWKSKEIEECNKIEITHFEKGQSLVSFENLKEGNIPAVREEDIDCHGSKTRKPEEENSQYLSSRKNESSVAKNYEQDPEIVCTIPSKFQETQHSEITPSQDEEMRNNKAASKRVSLHKNEAMEPNNILEECTVLKSLSSVVFDDPIDKLPEGCSSMETNIKISIAERAKPEMSRMVPLIHITFPVDGSPKEPVI.... The pKd is 5.0.